This data is from Catalyst prediction with 721,799 reactions and 888 catalyst types from USPTO. The task is: Predict which catalyst facilitates the given reaction. (1) Reactant: [O:1]=[C:2]1[CH2:7][N:6]([C:8]([O:10][C:11]([CH3:14])([CH3:13])[CH3:12])=[O:9])[CH2:5][C@@H:4]([C:15]([O:17]C)=[O:16])[NH:3]1.[Li+].[OH-]. Product: [C:11]([O:10][C:8]([N:6]1[CH2:7][C:2](=[O:1])[NH:3][C@H:4]([C:15]([OH:17])=[O:16])[CH2:5]1)=[O:9])([CH3:14])([CH3:12])[CH3:13]. The catalyst class is: 200. (2) Reactant: [Cl:1][C:2]1[C:9]([CH3:10])=[C:8]([N:11]2[C@H:15]([CH:16]([CH3:18])[CH3:17])[C@@H:14]3[C@H:19]([O:22][Si](C(C)(C)C)(C)C)[CH2:20][CH2:21][N:13]3[C:12]2=[O:30])[CH:7]=[CH:6][C:3]=1[C:4]#[N:5].CCCC[N+](CCCC)(CCCC)CCCC.[F-].[Cl-].[NH4+].CCOC(C)=O. Product: [Cl:1][C:2]1[C:9]([CH3:10])=[C:8]([N:11]2[C@H:15]([CH:16]([CH3:18])[CH3:17])[C@@H:14]3[C@H:19]([OH:22])[CH2:20][CH2:21][N:13]3[C:12]2=[O:30])[CH:7]=[CH:6][C:3]=1[C:4]#[N:5]. The catalyst class is: 1. (3) Reactant: [Cl:1][C:2]1[N:7]=[CH:6][C:5]([Cl:8])=[C:4](Cl)[N:3]=1.[CH3:10][NH:11][C:12]([C@@H:14]1[CH2:19][CH2:18][CH2:17][CH2:16][C@@H:15]1[NH2:20])=[O:13].C(N(CC)C(C)C)(C)C. Product: [CH3:10][NH:11][C:12]([C@@H:14]1[CH2:19][CH2:18][CH2:17][CH2:16][C@@H:15]1[NH:20][C:4]1[C:5]([Cl:8])=[CH:6][N:7]=[C:2]([Cl:1])[N:3]=1)=[O:13]. The catalyst class is: 32. (4) Reactant: [CH2:1]([O:3][C:4](=[O:33])[C:5]1[CH:10]=[CH:9][CH:8]=[C:7]([N:11]2[C:15]([CH3:16])=[CH:14][CH:13]=[C:12]2[C:17]2[CH:22]=[CH:21][CH:20]=[CH:19][C:18]=2[O:23]CC2C=CC(OC)=CC=2)[CH:6]=1)[CH3:2]. Product: [CH2:1]([O:3][C:4](=[O:33])[C:5]1[CH:10]=[CH:9][CH:8]=[C:7]([N:11]2[C:15]([CH3:16])=[CH:14][CH:13]=[C:12]2[C:17]2[CH:22]=[CH:21][CH:20]=[CH:19][C:18]=2[OH:23])[CH:6]=1)[CH3:2]. The catalyst class is: 89. (5) The catalyst class is: 403. Product: [CH3:1][C:2]1[N:3]=[C:4]([C:21]2[N:25]([CH:26]3[CH2:31][CH2:30][CH2:29][CH2:28][O:27]3)[N:24]=[CH:23][CH:22]=2)[C:5]2[CH2:11][CH:10]([CH3:12])[NH:9][CH2:8][C:6]=2[N:7]=1. Reactant: [CH3:1][C:2]1[N:3]=[C:4]([C:21]2[N:25]([CH:26]3[CH2:31][CH2:30][CH2:29][CH2:28][O:27]3)[N:24]=[CH:23][CH:22]=2)[C:5]2[CH2:11][CH:10]([CH3:12])[N:9](C(C3C=CC=CC=3)C)[CH2:8][C:6]=2[N:7]=1.C([O-])=O.[NH4+]. (6) Reactant: [NH2:1][C:2]1[CH:7]=[CH:6][C:5]([N:8]2[C:12]3[N:13]=[CH:14][N:15]([CH2:18][C:19]4([OH:30])[CH2:24][CH2:23][N:22]([C:25]([CH:27]5[CH2:29][CH2:28]5)=[O:26])[CH2:21][CH2:20]4)[C:16](=[O:17])[C:11]=3[CH:10]=[N:9]2)=[CH:4][CH:3]=1.C(N(CC)C(C)C)(C)C.[CH3:40][NH:41][S:42](Cl)(=[O:44])=[O:43]. Product: [CH:27]1([C:25]([N:22]2[CH2:23][CH2:24][C:19]([CH2:18][N:15]3[C:16](=[O:17])[C:11]4[CH:10]=[N:9][N:8]([C:5]5[CH:4]=[CH:3][C:2]([NH:1][S:42](=[O:44])(=[O:43])[NH:41][CH3:40])=[CH:7][CH:6]=5)[C:12]=4[N:13]=[CH:14]3)([OH:30])[CH2:20][CH2:21]2)=[O:26])[CH2:28][CH2:29]1. The catalyst class is: 3.